Dataset: Forward reaction prediction with 1.9M reactions from USPTO patents (1976-2016). Task: Predict the product of the given reaction. The product is: [CH2:1]([O:8][CH2:13][C:16]1[N:20]([CH3:21])[C:19]([CH:22]=[O:23])=[CH:18][N:17]=1)[C:2]1[CH:7]=[CH:6][CH:5]=[CH:4][CH:3]=1. Given the reactants [CH2:1]([O:8]CC(N)=O)[C:2]1[CH:7]=[CH:6][CH:5]=[CH:4][CH:3]=1.[CH:13]1([C:16]2[N:20]([CH3:21])[C:19]([CH:22]=[O:23])=[CH:18][N:17]=2)CC1, predict the reaction product.